From a dataset of Full USPTO retrosynthesis dataset with 1.9M reactions from patents (1976-2016). Predict the reactants needed to synthesize the given product. (1) Given the product [CH3:1][S:2]([OH:5])(=[O:4])=[O:3].[Br:6][C:7]1[CH:25]=[N:24][C:10]2[N:11]=[C:12]([N:18]3[CH2:21][CH:20]([NH:22][CH3:23])[CH2:19]3)[C:13]3[N:14]([CH:15]=[N:16][N:17]=3)[C:9]=2[CH:8]=1, predict the reactants needed to synthesize it. The reactants are: [CH3:1][S:2]([OH:5])(=[O:4])=[O:3].[Br:6][C:7]1[CH:25]=[N:24][C:10]2[N:11]=[C:12]([N:18]3[CH2:21][CH:20]([NH:22][CH3:23])[CH2:19]3)[C:13]3[N:14]([CH:15]=[N:16][N:17]=3)[C:9]=2[CH:8]=1. (2) Given the product [CH3:1][CH:2]([O:4][C:5]1[CH:6]=[C:7]([O:23][C:24]2[CH:29]=[CH:28][C:27]([S:30]([CH3:33])(=[O:31])=[O:32])=[CH:26][N:25]=2)[CH:8]=[C:9]2[C:13]=1[NH:12][C:11]([C:14]1[S:15][CH:16]([CH2:19][C:20]([NH2:37])=[O:21])[CH2:17][N:18]=1)=[CH:10]2)[CH3:3], predict the reactants needed to synthesize it. The reactants are: [CH3:1][CH:2]([O:4][C:5]1[CH:6]=[C:7]([O:23][C:24]2[CH:29]=[CH:28][C:27]([S:30]([CH3:33])(=[O:32])=[O:31])=[CH:26][N:25]=2)[CH:8]=[C:9]2[C:13]=1[NH:12][C:11]([C:14]1[S:15][CH:16]([CH2:19][C:20](O)=[O:21])[CH2:17][N:18]=1)=[CH:10]2)[CH3:3].Cl.C([N:37]=C=NCCCN(C)C)C.ON1C2C=CC=CC=2N=N1.[OH-].[NH4+]. (3) Given the product [NH2:8][C:9]1[C:14]([C:15]([OH:17])=[O:16])=[CH:13][C:12]([Cl:18])=[N:11][CH:10]=1, predict the reactants needed to synthesize it. The reactants are: C(OC([NH:8][C:9]1[C:14]([C:15]([OH:17])=[O:16])=[CH:13][C:12]([Cl:18])=[N:11][CH:10]=1)=O)(C)(C)C.C(O)(C(F)(F)F)=O. (4) Given the product [NH2:45][C:40]1[CH:41]=[CH:42][C:43]2[C:38]([CH:39]=1)=[N:37][N:36]([CH2:35][C:34]1[CH:33]=[CH:32][C:27]([C:28]([O:30][CH3:31])=[O:29])=[CH:26][CH:25]=1)[CH:44]=2, predict the reactants needed to synthesize it. The reactants are: CC(OC1C=CC=C([N+]([O-])=O)C=1)(C(OCC)=O)C(OCC)=O.CO[C:25]1[CH:26]=[C:27]([CH:32]=[CH:33][C:34]=1[CH2:35][N:36]1[CH:44]=[C:43]2[C:38]([CH:39]=[C:40]([N+:45]([O-])=O)[CH:41]=[CH:42]2)=[N:37]1)[C:28]([O:30][CH3:31])=[O:29]. (5) Given the product [F:1][C:2]1[C:7]2[N:8]=[CH:9][S:10][C:6]=2[CH:5]=[C:4]2[NH:42][C:45](=[O:30])[N:14]([C:15]3[CH:20]=[CH:19][C:18]([I:21])=[CH:17][C:16]=3[F:22])[C:3]=12, predict the reactants needed to synthesize it. The reactants are: [F:1][C:2]1[C:7]2[N:8]=[CH:9][S:10][C:6]=2[CH:5]=[C:4](C(O)=O)[C:3]=1[NH:14][C:15]1[CH:20]=[CH:19][C:18]([I:21])=[CH:17][C:16]=1[F:22].C1C=CC(P(N=[N+]=[N-])(C2C=CC=CC=2)=[O:30])=CC=1.C([N:42]([CH2:45]C)CC)C. (6) Given the product [CH3:10][Si:9]([CH3:12])([CH3:11])[C:4]1[CH:5]=[C:6]([Br:8])[CH:7]=[C:2]([Si:19]([CH3:21])([CH3:20])[CH3:18])[CH:3]=1, predict the reactants needed to synthesize it. The reactants are: Br[C:2]1[CH:3]=[C:4]([Si:9]([CH3:12])([CH3:11])[CH3:10])[CH:5]=[C:6]([Br:8])[CH:7]=1.[Li]CCCC.[CH3:18][Si:19](Cl)([CH3:21])[CH3:20].Cl.